This data is from Forward reaction prediction with 1.9M reactions from USPTO patents (1976-2016). The task is: Predict the product of the given reaction. (1) Given the reactants [C:1]1([N:7]2[C:11](=[O:12])[CH:10]([C:13]3[CH:18]=[CH:17][C:16]([CH3:19])=[CH:15][CH:14]=3)[C:9](=[O:20])[N:8]2[C:21]2[CH:26]=[CH:25][CH:24]=[CH:23][CH:22]=2)[CH:6]=[CH:5][CH:4]=[CH:3][CH:2]=1.OO.S(S([O-])=O)([O-])(=O)=[O:30].[Na+].[Na+], predict the reaction product. The product is: [C:1]1([N:7]2[C:11](=[O:12])[C:10]([OH:30])([C:13]3[CH:18]=[CH:17][C:16]([CH3:19])=[CH:15][CH:14]=3)[C:9](=[O:20])[N:8]2[C:21]2[CH:22]=[CH:23][CH:24]=[CH:25][CH:26]=2)[CH:6]=[CH:5][CH:4]=[CH:3][CH:2]=1. (2) Given the reactants [CH3:1][O:2][C:3]1[CH:4]=[CH:5][C:6]([CH2:10][C:11]([F:14])([F:13])[F:12])=[C:7]([NH2:9])[CH:8]=1.[C:15]([O-:18])(=O)[CH3:16].[K+].C(OC(=O)C)(=O)C.[N:27](OCCC(C)C)=O, predict the reaction product. The product is: [CH3:1][O:2][C:3]1[CH:8]=[C:7]2[C:6]([C:10]([C:11]([F:13])([F:12])[F:14])=[N:27][N:9]2[C:15](=[O:18])[CH3:16])=[CH:5][CH:4]=1. (3) Given the reactants [C:1]([C:5]1[CH:6]=[CH:7][C:8]([CH3:22])=[C:9]([CH:21]=1)[O:10][C:11]1[O:12][CH:13]=[C:14]([C:16]([O:18]CC)=[O:17])[N:15]=1)([CH3:4])([CH3:3])[CH3:2].[OH-].[Na+].Cl, predict the reaction product. The product is: [C:1]([C:5]1[CH:6]=[CH:7][C:8]([CH3:22])=[C:9]([CH:21]=1)[O:10][C:11]1[O:12][CH:13]=[C:14]([C:16]([OH:18])=[O:17])[N:15]=1)([CH3:4])([CH3:3])[CH3:2]. (4) The product is: [NH2:1][CH2:6][C:7]1[N:12]=[C:11]([C:13]#[N:14])[CH:10]=[CH:9][CH:8]=1. Given the reactants [N-:1]=[N+]=[N-].[Na+].Br[CH2:6][C:7]1[N:12]=[C:11]([C:13]#[N:14])[CH:10]=[CH:9][CH:8]=1, predict the reaction product. (5) Given the reactants [C:1]([C:5]1[N:9]([CH2:10][CH:11]2[CH2:16][CH2:15][O:14][CH2:13][CH2:12]2)[C:8]2[CH:17]=[CH:18][C:19]([NH:21]C(=O)C)=[CH:20][C:7]=2[N:6]=1)([CH3:4])([CH3:3])[CH3:2].Cl, predict the reaction product. The product is: [C:1]([C:5]1[N:9]([CH2:10][CH:11]2[CH2:16][CH2:15][O:14][CH2:13][CH2:12]2)[C:8]2[CH:17]=[CH:18][C:19]([NH2:21])=[CH:20][C:7]=2[N:6]=1)([CH3:4])([CH3:2])[CH3:3].